This data is from Full USPTO retrosynthesis dataset with 1.9M reactions from patents (1976-2016). The task is: Predict the reactants needed to synthesize the given product. (1) Given the product [CH:27]1([C:30]([NH:24][C:3]2[CH:4]=[C:5]([CH:8]3[C:17]([CH3:19])([CH3:18])[CH2:16][C:15]4[C:10](=[CH:11][CH:12]=[C:13]([C:20]([O:22][CH3:23])=[O:21])[CH:14]=4)[NH:9]3)[CH:6]=[CH:7][C:2]=2[F:1])=[O:31])[CH2:29][CH2:28]1, predict the reactants needed to synthesize it. The reactants are: [F:1][C:2]1[CH:7]=[CH:6][C:5]([CH:8]2[C:17]([CH3:19])([CH3:18])[CH2:16][C:15]3[C:10](=[CH:11][CH:12]=[C:13]([C:20]([O:22][CH3:23])=[O:21])[CH:14]=3)[NH:9]2)=[CH:4][C:3]=1[N+:24]([O-])=O.[CH:27]1([C:30](O)=[O:31])[CH2:29][CH2:28]1.C(N(CC)C(C)C)(C)C.P(Cl)(Cl)(Cl)=O. (2) Given the product [Br:1][C:2]1[CH:14]=[CH:13][C:5]([O:6][CH:7]2[CH2:12][CH2:11][N:10]([CH:29]3[CH2:27][O:28][CH2:32]3)[CH2:9][CH2:8]2)=[C:4]([O:15][CH3:16])[CH:3]=1, predict the reactants needed to synthesize it. The reactants are: [Br:1][C:2]1[CH:14]=[CH:13][C:5]([O:6][CH:7]2[CH2:12][CH2:11][NH:10][CH2:9][CH2:8]2)=[C:4]([O:15][CH3:16])[CH:3]=1.[BH-](O[C:27]([CH3:29])=[O:28])(OC(C)=O)OC(C)=O.[Na+].Cl[CH2:32]CCl. (3) Given the product [C:23]([C:18]1[CH:19]=[C:20]2[C:15](=[CH:16][CH:17]=1)[C:14](=[O:27])[N:13]([C:7]1[CH:8]=[CH:9][CH:10]=[C:11]([B:67]3[O:71][C:70]([CH3:73])([CH3:72])[C:69]([CH3:75])([CH3:74])[O:68]3)[C:6]=1[CH2:5][O:4][C:1](=[O:3])[CH3:2])[CH2:22][CH2:21]2)([CH3:26])([CH3:25])[CH3:24], predict the reactants needed to synthesize it. The reactants are: [C:1]([O:4][CH2:5][C:6]1[C:11](Cl)=[CH:10][CH:9]=[CH:8][C:7]=1[N:13]1[CH2:22][CH2:21][C:20]2[C:15](=[CH:16][CH:17]=[C:18]([C:23]([CH3:26])([CH3:25])[CH3:24])[CH:19]=2)[C:14]1=[O:27])(=[O:3])[CH3:2].CC(C1C=C(C(C)C)C(C2C=CC=CC=2P(C2CCCCC2)C2CCCCC2)=C(C(C)C)C=1)C.C([O-])(=O)C.[K+].[B:67]1([B:67]2[O:71][C:70]([CH3:73])([CH3:72])[C:69]([CH3:75])([CH3:74])[O:68]2)[O:71][C:70]([CH3:73])([CH3:72])[C:69]([CH3:75])([CH3:74])[O:68]1. (4) The reactants are: [CH3:1][O:2][C:3]1[CH:8]=[CH:7][C:6]([C:9]2([C:15]#N)[CH2:14][CH2:13][CH2:12][CH2:11][CH2:10]2)=[CH:5][CH:4]=1.[OH-:17].[Na+].Cl.[OH2:20]. Given the product [CH3:1][O:2][C:3]1[CH:8]=[CH:7][C:6]([C:9]2([C:15]([OH:20])=[O:17])[CH2:14][CH2:13][CH2:12][CH2:11][CH2:10]2)=[CH:5][CH:4]=1, predict the reactants needed to synthesize it. (5) Given the product [CH3:1][O:2][C:3](=[O:11])[C:4]1[CH:9]=[CH:8][C:7]([CH:10]=[O:22])=[N:6][CH:5]=1, predict the reactants needed to synthesize it. The reactants are: [CH3:1][O:2][C:3](=[O:11])[C:4]1[CH:9]=[CH:8][C:7]([CH3:10])=[N:6][CH:5]=1.II.IC(C)(C)C.FC(F)(F)C(O)=[O:22].[O-]S([O-])(=S)=O.[Na+].[Na+].C([O-])(O)=O.[Na+].